From a dataset of Reaction yield outcomes from USPTO patents with 853,638 reactions. Predict the reaction yield, written as a fraction of the theoretical maximum amount of product (1.0 means a 100% yield; for example, 0.34 means a 34% yield). (1) The reactants are [F:1][C@H:2]1[CH2:6][N:5]([S:7]([C:10]2[CH:15]=[CH:14][C:13]([F:16])=[CH:12][CH:11]=2)(=[O:9])=[O:8])[C@H:4]([C:17]([NH:19][CH2:20][C:21]2[CH:26]=[C:25](B3OC(C)(C)C(C)(C)O3)[CH:24]=[C:23]([F:36])[CH:22]=2)=[O:18])[CH2:3]1.Br[C:38]1[CH:39]=[N:40][C:41]([C:44]([F:47])([F:46])[F:45])=[N:42][CH:43]=1.C(=O)([O-])[O-].[Cs+].[Cs+]. The catalyst is O.C(#N)C.C1C=CC(P(C2C=CC=CC=2)[C-]2C=CC=C2)=CC=1.C1C=CC(P(C2C=CC=CC=2)[C-]2C=CC=C2)=CC=1.Cl[Pd]Cl.[Fe+2]. The product is [F:1][C@H:2]1[CH2:6][N:5]([S:7]([C:10]2[CH:11]=[CH:12][C:13]([F:16])=[CH:14][CH:15]=2)(=[O:9])=[O:8])[C@H:4]([C:17]([NH:19][CH2:20][C:21]2[CH:26]=[C:25]([C:38]3[CH:39]=[N:40][C:41]([C:44]([F:47])([F:46])[F:45])=[N:42][CH:43]=3)[CH:24]=[C:23]([F:36])[CH:22]=2)=[O:18])[CH2:3]1. The yield is 0.475. (2) The reactants are [NH:1]1C2[C:4](=[CH:5][CH:6]=[CH:7]C=2)[C:3](N)=[N:2]1.[O:11]1[CH:15]=[CH:14][CH:13]=[C:12]1C(O)=O.C([N:21]([CH2:24][CH3:25])[CH2:22]C)C.C(P1(=O)OP(=O)(CCC)OP(=O)(CCC)[O:30]1)CC. The catalyst is ClCCl. The product is [NH:2]1[C:3]2[C:25](=[CH:7][CH:6]=[CH:5][CH:4]=2)[C:24]([NH:21][C:22]([C:14]2[CH:13]=[CH:12][O:11][CH:15]=2)=[O:30])=[N:1]1. The yield is 0.560. (3) The reactants are [N+:1]([C:4]1[CH:9]=[CH:8][C:7]([C:10]2[N:14]3[CH:15]=[CH:16][CH:17]=[CH:18][C:13]3=[N:12][C:11]=2[C:19]([F:22])([F:21])[F:20])=[CH:6][CH:5]=1)([O-])=O.Cl[Sn]Cl.[F:26][C:27]1[CH:28]=[C:29](C=C[C:35]=1[F:36])[C:30](Cl)=O.C(N(C(C)C)CC)(C)C.[CH2:46]([OH:48])[CH3:47]. The catalyst is O.C(Cl)Cl. The product is [F:36][C:35]1[C:27]([F:26])=[CH:28][CH:29]=[CH:30][C:47]=1[C:46]([NH:1][C:4]1[CH:9]=[CH:8][C:7]([C:10]2[N:14]3[CH:15]=[CH:16][CH:17]=[CH:18][C:13]3=[N:12][C:11]=2[C:19]([F:22])([F:21])[F:20])=[CH:6][CH:5]=1)=[O:48]. The yield is 0.840. (4) The reactants are [CH:1]1([CH2:6][C@@H:7]([C:20]([NH:22][NH:23][C:24]2[C:29]([F:30])=[C:28]([N:31]3[CH2:35][C@@H:34]([OH:36])[C:33]([CH3:38])([CH3:37])[CH2:32]3)[N:27]=[C:26]([CH3:39])[N:25]=2)=[O:21])[CH2:8][N:9]([O:12]CC2C=CC=CC=2)[CH:10]=[O:11])[CH2:5][CH2:4][CH2:3][CH2:2]1. The catalyst is CO.[Pd]. The product is [CH:1]1([CH2:6][C@@H:7]([C:20]([NH:22][NH:23][C:24]2[C:29]([F:30])=[C:28]([N:31]3[CH2:35][C@@H:34]([OH:36])[C:33]([CH3:37])([CH3:38])[CH2:32]3)[N:27]=[C:26]([CH3:39])[N:25]=2)=[O:21])[CH2:8][N:9]([OH:12])[CH:10]=[O:11])[CH2:5][CH2:4][CH2:3][CH2:2]1. The yield is 0.900. (5) The reactants are O[C:2]1[CH:3]=[C:4]([C:12]([O-:14])=[O:13])[C:5]2[C:10]([CH3:11])=[N:9][NH:8][C:6]=2[N:7]=1.P(Br)(Br)([Br:17])=O.[C:20](#N)[CH3:21]. No catalyst specified. The product is [Br:17][C:2]1[CH:3]=[C:4]([C:12]([O:14][CH2:20][CH3:21])=[O:13])[C:5]2[C:10]([CH3:11])=[N:9][NH:8][C:6]=2[N:7]=1. The yield is 0.778. (6) The reactants are C([O:8][C:9]1[C:14](=[O:15])[CH:13]=[C:12]([CH2:16][NH:17][S:18]([C:21]2[CH:26]=[CH:25][CH:24]=[C:23]([Cl:27])[CH:22]=2)(=[O:20])=[O:19])[N:11]([CH3:28])[C:10]=1[C:29]([OH:31])=[O:30])C1C=CC=CC=1.C1(S(C(N)C2N(C)C(C(O)=O)=C(O)C(=O)C=2)(=O)=O)C=CC=CC=1. No catalyst specified. The product is [Cl:27][C:23]1[CH:22]=[C:21]([S:18]([NH:17][CH2:16][C:12]2[N:11]([CH3:28])[C:10]([C:29]([OH:31])=[O:30])=[C:9]([OH:8])[C:14](=[O:15])[CH:13]=2)(=[O:19])=[O:20])[CH:26]=[CH:25][CH:24]=1. The yield is 0.527. (7) The yield is 0.560. The product is [CH3:17][N:14]1[C:15](=[O:16])[N:11]([C:4]2[CH:3]=[C:2]([CH:7]=[C:6]([N+:8]([O-:10])=[O:9])[CH:5]=2)[C:25]#[N:27])[N:12]=[N:13]1. The reactants are Br[C:2]1[CH:3]=[C:4]([N:11]2[C:15](=[O:16])[N:14]([CH3:17])[N:13]=[N:12]2)[CH:5]=[C:6]([N+:8]([O-:10])=[O:9])[CH:7]=1.C([O-])([O-])=O.[Na+].[Na+].C[C:25]([N:27](C)C)=O. The catalyst is [C-]#N.[C-]#N.[C-]#N.[C-]#N.[C-]#N.[C-]#N.[K+].[K+].[K+].[K+].[Fe+2].CC([O-])=O.CC([O-])=O.[Pd+2]. (8) The reactants are [C:1]([OH:4])(=O)[CH3:2].ON1C2C=CC=CC=2N=N1.Cl.CN(C)CCCN=C=NCC.O[NH:28][C:29]([C:31]1[CH:32]=[C:33]2[C:38](=[CH:39][CH:40]=1)[N:37]=[C:36]([NH:41][C@H:42]1[C:50]3[C:45](=[CH:46][CH:47]=[CH:48][CH:49]=3)[CH2:44][CH2:43]1)[CH:35]=[CH:34]2)=[NH:30]. The catalyst is C(#N)C. The product is [C@H:42]1([NH:41][C:36]2[CH:35]=[CH:34][C:33]3[C:38](=[CH:39][CH:40]=[C:31]([C:29]4[N:28]=[C:1]([CH3:2])[O:4][N:30]=4)[CH:32]=3)[N:37]=2)[C:50]2[C:45](=[CH:46][CH:47]=[CH:48][CH:49]=2)[CH2:44][CH2:43]1. The yield is 0.640.